From a dataset of Reaction yield outcomes from USPTO patents with 853,638 reactions. Predict the reaction yield, written as a fraction of the theoretical maximum amount of product (1.0 means a 100% yield; for example, 0.34 means a 34% yield). (1) The reactants are [F:1][C:2]([F:33])([F:32])[C:3]1[CH:4]=[C:5]([NH:13][CH2:14][C:15]([N:17]2[CH2:23][CH2:22][CH2:21][N:20]3[N:24]=[C:25]([C:27]([O:29]CC)=[O:28])[CH:26]=[C:19]3[CH2:18]2)=[O:16])[CH:6]=[C:7]([C:9]([F:12])([F:11])[F:10])[CH:8]=1.[OH-].[Na+].Cl. The catalyst is C1COCC1.O. The product is [F:32][C:2]([F:1])([F:33])[C:3]1[CH:4]=[C:5]([NH:13][CH2:14][C:15]([N:17]2[CH2:23][CH2:22][CH2:21][N:20]3[N:24]=[C:25]([C:27]([OH:29])=[O:28])[CH:26]=[C:19]3[CH2:18]2)=[O:16])[CH:6]=[C:7]([C:9]([F:11])([F:12])[F:10])[CH:8]=1. The yield is 0.390. (2) The reactants are CC([O-])(C)C.[Na+].Br[C:8]1[CH:9]=[C:10]([C:14]2[N:23]([C:24]3[CH:29]=[CH:28][C:27]([Cl:30])=[CH:26][CH:25]=3)[C:22](=[O:31])[C:21]3[C:16](=[CH:17][CH:18]=[CH:19][CH:20]=3)[N:15]=2)[CH:11]=[N:12][CH:13]=1.[NH:32]([CH2:35][CH3:36])[CH2:33][CH3:34]. The catalyst is C1(C)C=CC=CC=1.CC([O-])=O.CC([O-])=O.[Pd+2].C1C=CC(P(C2C=CC=CC=2)[C-]2C=CC=C2)=CC=1.C1C=CC(P(C2C=CC=CC=2)[C-]2C=CC=C2)=CC=1.[Fe+2]. The product is [Cl:30][C:27]1[CH:28]=[CH:29][C:24]([N:23]2[C:22](=[O:31])[C:21]3[C:16](=[CH:17][CH:18]=[CH:19][CH:20]=3)[N:15]=[C:14]2[C:10]2[CH:11]=[N:12][CH:13]=[C:8]([N:32]([CH2:35][CH3:36])[CH2:33][CH3:34])[CH:9]=2)=[CH:25][CH:26]=1. The yield is 0.100. (3) The reactants are [Br:1][C:2]1[CH:3]=[CH:4][C:5]([OH:18])=[C:6]([C:8](=[O:17])[CH2:9][C:10]2[CH:15]=[CH:14][CH:13]=[C:12]([F:16])[CH:11]=2)[CH:7]=1.[C:19](O[C:19](=O)[CH2:20][CH2:21][CH3:22])(=O)[CH2:20][CH2:21][CH3:22].Cl. The catalyst is C(N(CC)CC)C. The product is [Br:1][C:2]1[CH:7]=[C:6]2[C:5](=[CH:4][CH:3]=1)[O:18][C:19]([CH2:20][CH2:21][CH3:22])=[C:9]([C:10]1[CH:15]=[CH:14][CH:13]=[C:12]([F:16])[CH:11]=1)[C:8]2=[O:17]. The yield is 0.230. (4) The reactants are [I:1][C:2]1[CH:7]=[CH:6][N:5]=[C:4](F)[C:3]=1[CH:9]=O.[F:11][C:12]([F:22])([F:21])[C:13]1[CH:18]=[CH:17][CH:16]=[CH:15][C:14]=1[NH:19][NH2:20]. The catalyst is CN(C1C=CN=CC=1)C.CN1C(=O)CCC1. The product is [I:1][C:2]1[CH:7]=[CH:6][N:5]=[C:4]2[N:19]([C:14]3[CH:15]=[CH:16][CH:17]=[CH:18][C:13]=3[C:12]([F:11])([F:21])[F:22])[N:20]=[CH:9][C:3]=12. The yield is 0.440. (5) The reactants are [OH:1][CH2:2][CH:3]([C:11]1[CH:19]=[CH:18][C:14]([C:15]([OH:17])=O)=[CH:13][CH:12]=1)[O:4][C:5]1[CH:10]=[CH:9][CH:8]=[CH:7][CH:6]=1.ON1C2C=CC=CC=2N=N1.Cl.CN(C)CCCN=C=NCC.C(N(CC)CC)C.[NH2:49][CH2:50][C:51]1[C:52]([OH:59])=[N:53][C:54]([CH3:58])=[CH:55][C:56]=1[CH3:57]. The catalyst is ClCCl. The product is [OH:1][CH2:2][CH:3]([C:11]1[CH:12]=[CH:13][C:14]([C:15]([NH:49][CH2:50][C:51]2[C:52]([OH:59])=[N:53][C:54]([CH3:58])=[CH:55][C:56]=2[CH3:57])=[O:17])=[CH:18][CH:19]=1)[O:4][C:5]1[CH:6]=[CH:7][CH:8]=[CH:9][CH:10]=1. The yield is 0.150.